From a dataset of Reaction yield outcomes from USPTO patents with 853,638 reactions. Predict the reaction yield, written as a fraction of the theoretical maximum amount of product (1.0 means a 100% yield; for example, 0.34 means a 34% yield). (1) The reactants are C1C=CC(P(C2C=CC=CC=2)C2C=CC=CC=2)=CC=1.CC(OC(/N=N/C(OC(C)C)=O)=O)C.[I:34][C:35]1[C:39]([C:40]([O:42][CH2:43][CH3:44])=[O:41])=[C:38]([C:45]([O:47][CH2:48][CH3:49])=[O:46])[NH:37][N:36]=1.O[C@H:51]1[CH2:55][O:54][CH2:53][C@@H:52]1[NH:56][C:57](=[O:63])[O:58][C:59]([CH3:62])([CH3:61])[CH3:60]. The catalyst is C1COCC1. The product is [C:59]([O:58][C:57]([NH:56][C@@H:52]1[CH2:53][O:54][CH2:55][C@@H:51]1[N:37]1[C:38]([C:45]([O:47][CH2:48][CH3:49])=[O:46])=[C:39]([C:40]([O:42][CH2:43][CH3:44])=[O:41])[C:35]([I:34])=[N:36]1)=[O:63])([CH3:62])([CH3:60])[CH3:61]. The yield is 0.810. (2) The reactants are [O:1]1[C:5]2([CH2:10][CH2:9][CH:8]([NH:11][C:12]3[NH:16][N:15]=[CH:14][CH:13]=3)[CH2:7][CH2:6]2)[O:4][CH2:3][CH2:2]1.N12CCCN=C1CCCCC2.[C:28]([C:30]1[CH:35]=[CH:34][CH:33]=[CH:32][C:31]=1[C:36]1[CH:41]=[CH:40][C:39]([CH2:42][CH:43]([C:49](=O)[CH2:50][CH2:51][CH3:52])[C:44](OCC)=[O:45])=[CH:38][C:37]=1[CH3:54])#[N:29].C(OCC)(=O)C. The catalyst is CCN(C1C=CC=CC=1)CC.O. The product is [O:4]1[C:5]2([CH2:6][CH2:7][CH:8]([N:11]3[C:44](=[O:45])[C:43]([CH2:42][C:39]4[CH:40]=[CH:41][C:36]([C:31]5[C:30]([C:28]#[N:29])=[CH:35][CH:34]=[CH:33][CH:32]=5)=[C:37]([CH3:54])[CH:38]=4)=[C:49]([CH2:50][CH2:51][CH3:52])[N:16]4[N:15]=[CH:14][CH:13]=[C:12]34)[CH2:9][CH2:10]2)[O:1][CH2:2][CH2:3]1. The yield is 0.740. (3) The reactants are [C:1]([C:3]1[N:4]=[C:5]([C:16]([OH:18])=O)[N:6]([CH2:8][O:9][CH2:10][CH2:11][Si:12]([CH3:15])([CH3:14])[CH3:13])[CH:7]=1)#[N:2].[K+].C(C1N=C(C([O-])=O)N(COCC[Si](C)(C)C)C=1)#N.CCN(C(C)C)C(C)C.[C:47]1([C:53]2[CH:58]=[C:57]([CH:59]3[CH2:64][CH2:63][N:62]([O:65][CH3:66])[CH2:61][CH2:60]3)[CH:56]=[CH:55][C:54]=2[NH2:67])[CH2:52][CH2:51][CH2:50][CH2:49][CH:48]=1.C1CN([P+](Br)(N2CCCC2)N2CCCC2)CC1.F[P-](F)(F)(F)(F)F. The catalyst is C(Cl)Cl. The product is [C:47]1([C:53]2[CH:58]=[C:57]([CH:59]3[CH2:64][CH2:63][N:62]([O:65][CH3:66])[CH2:61][CH2:60]3)[CH:56]=[CH:55][C:54]=2[NH:67][C:16]([C:5]2[N:6]([CH2:8][O:9][CH2:10][CH2:11][Si:12]([CH3:13])([CH3:14])[CH3:15])[CH:7]=[C:3]([C:1]#[N:2])[N:4]=2)=[O:18])[CH2:52][CH2:51][CH2:50][CH2:49][CH:48]=1. The yield is 0.480.